Dataset: Forward reaction prediction with 1.9M reactions from USPTO patents (1976-2016). Task: Predict the product of the given reaction. (1) Given the reactants C([Li])(CC)C.C1CCCCC1.[C:12]1([C:18]2[CH:30]=[C:29]([C:31]3[CH:36]=[CH:35][CH:34]=[CH:33][CH:32]=3)[C:21]3[S:22][C:23]4[CH:28]=[CH:27][CH:26]=[CH:25][C:24]=4[C:20]=3[CH:19]=2)[CH:17]=[CH:16][CH:15]=[CH:14][CH:13]=1.C(O[B:41]1[O:45][C:44]([CH3:47])([CH3:46])[C:43]([CH3:49])([CH3:48])[O:42]1)(C)C, predict the reaction product. The product is: [C:31]1([C:29]2[C:21]3[S:22][C:23]4[C:28]([B:41]5[O:45][C:44]([CH3:47])([CH3:46])[C:43]([CH3:49])([CH3:48])[O:42]5)=[CH:27][CH:26]=[CH:25][C:24]=4[C:20]=3[CH:19]=[C:18]([C:12]3[CH:17]=[CH:16][CH:15]=[CH:14][CH:13]=3)[CH:30]=2)[CH:36]=[CH:35][CH:34]=[CH:33][CH:32]=1. (2) Given the reactants C(OC(=O)[NH:7][C@H:8]([C:12]1[N:16]([C:17]2[CH:22]=[CH:21][CH:20]=[CH:19][CH:18]=2)[C:15]2[CH:23]=[C:24]([F:27])[CH:25]=[CH:26][C:14]=2[N:13]=1)[CH2:9][O:10][CH3:11])(C)(C)C.C(O)(C(F)(F)F)=O, predict the reaction product. The product is: [F:27][C:24]1[CH:25]=[CH:26][C:14]2[N:13]=[C:12]([C@@H:8]([NH2:7])[CH2:9][O:10][CH3:11])[N:16]([C:17]3[CH:18]=[CH:19][CH:20]=[CH:21][CH:22]=3)[C:15]=2[CH:23]=1. (3) Given the reactants [Br:1][CH2:2][C@@H:3]1[C@@H:7](O)[CH2:6][N:5]([C:9]([O:11][C:12]([CH3:15])([CH3:14])[CH3:13])=[O:10])[CH2:4]1.N12CCCN=C1CCCCC2.[F:27]C(F)(S(F)(=O)=O)C(F)(F)C(F)(F)C(F)(F)C(F)(F)C(F)(F)C(F)(F)C(F)(F)F, predict the reaction product. The product is: [Br:1][CH2:2][C@@H:3]1[C@H:7]([F:27])[CH2:6][N:5]([C:9]([O:11][C:12]([CH3:15])([CH3:14])[CH3:13])=[O:10])[CH2:4]1. (4) Given the reactants BrCCCCC(O)=O.C(N(CC)CC)C.C(Cl)(=O)C(C)(C)C.CC[C@H]1OC(=O)[C@H](C)[C@@H]([O:42][C@@H:43]2[O:48][C@@H:47]([CH3:49])[C@H:46]([OH:50])[C@@:45]([O:52][CH3:53])([CH3:51])[CH2:44]2)[C@H](C)[C@@H](O[C@@H]2O[C@H](C)C[C@H](N(C)C)[C@H]2O)[C@@](O)(C)C[C@@H](C)CN(C)[C@H](C)[C@@H](O)[C@@]1(O)C.C([O-])(O)=O.[Na+], predict the reaction product. The product is: [O:42]=[CH:43][CH2:44][C@:45]([C@H:46]([C@H:47]([CH3:49])[OH:48])[OH:50])([O:52][CH3:53])[CH3:51]. (5) Given the reactants O.NN.O=C1C2C(=CC=CC=2)C(=O)[N:6]1[CH2:15][CH2:16][N:17]1[C@@H:22]([CH3:23])[CH2:21][N:20]([C:24]([O:26][C:27]([CH3:30])([CH3:29])[CH3:28])=[O:25])[CH2:19][C@H:18]1[CH3:31], predict the reaction product. The product is: [NH2:6][CH2:15][CH2:16][N:17]1[C@@H:22]([CH3:23])[CH2:21][N:20]([C:24]([O:26][C:27]([CH3:28])([CH3:30])[CH3:29])=[O:25])[CH2:19][C@H:18]1[CH3:31]. (6) Given the reactants [C:1]1([C:7]2([CH:12]=[O:13])[CH2:11][CH2:10][CH2:9][CH2:8]2)[CH:6]=[CH:5][CH:4]=[CH:3][CH:2]=1.[BH4-].[Na+], predict the reaction product. The product is: [C:1]1([C:7]2([CH2:12][OH:13])[CH2:11][CH2:10][CH2:9][CH2:8]2)[CH:6]=[CH:5][CH:4]=[CH:3][CH:2]=1.